This data is from Catalyst prediction with 721,799 reactions and 888 catalyst types from USPTO. The task is: Predict which catalyst facilitates the given reaction. (1) Product: [CH2:1]([C:5]1[N:6]([C:21]2[CH:22]=[CH:23][C:24]([O:27][C:28]3[CH:33]=[CH:32][C:31]([Cl:34])=[CH:30][CH:29]=3)=[CH:25][CH:26]=2)[CH:7]=[C:8]([C:10]2[CH:11]=[CH:12][C:13]([O:16][CH2:17][C@@H:18]([OH:19])[CH2:20][NH:37][CH2:35][CH3:36])=[CH:14][CH:15]=2)[N:9]=1)[CH2:2][CH2:3][CH3:4]. The catalyst class is: 5. Reactant: [CH2:1]([C:5]1[N:6]([C:21]2[CH:26]=[CH:25][C:24]([O:27][C:28]3[CH:33]=[CH:32][C:31]([Cl:34])=[CH:30][CH:29]=3)=[CH:23][CH:22]=2)[CH:7]=[C:8]([C:10]2[CH:15]=[CH:14][C:13]([O:16][CH2:17][C@@H:18]3[CH2:20][O:19]3)=[CH:12][CH:11]=2)[N:9]=1)[CH2:2][CH2:3][CH3:4].[CH2:35]([NH2:37])[CH3:36]. (2) Reactant: [CH:1]1([NH2:4])[CH2:3][CH2:2]1.[F:5][C:6]1[CH:7]=[CH:8][C:9]([C:12]2[CH:16]=[CH:15][N:14]([CH2:17][CH:18]=O)[N:13]=2)=[N:10][CH:11]=1.C(O[BH-](OC(=O)C)OC(=O)C)(=O)C.[Na+].C([O-])(O)=O.[Na+]. Product: [F:5][C:6]1[CH:7]=[CH:8][C:9]([C:12]2[CH:16]=[CH:15][N:14]([CH2:17][CH2:18][NH:4][CH:1]3[CH2:3][CH2:2]3)[N:13]=2)=[N:10][CH:11]=1. The catalyst class is: 22.